This data is from Forward reaction prediction with 1.9M reactions from USPTO patents (1976-2016). The task is: Predict the product of the given reaction. The product is: [CH3:1][O:22][C:21](=[O:23])[CH2:20][S:17]([C:14]1[CH:13]=[CH:12][C:11]([Cl:10])=[CH:16][CH:15]=1)(=[O:19])=[O:18]. Given the reactants [CH:1](N(C(C)C)CC)(C)C.[Cl:10][C:11]1[CH:16]=[CH:15][C:14]([S:17]([CH2:20][C:21]([OH:23])=[O:22])(=[O:19])=[O:18])=[CH:13][CH:12]=1.CI, predict the reaction product.